From a dataset of NCI-60 drug combinations with 297,098 pairs across 59 cell lines. Regression. Given two drug SMILES strings and cell line genomic features, predict the synergy score measuring deviation from expected non-interaction effect. (1) Drug 1: CN(CC1=CN=C2C(=N1)C(=NC(=N2)N)N)C3=CC=C(C=C3)C(=O)NC(CCC(=O)O)C(=O)O. Drug 2: CC1CCC2CC(C(=CC=CC=CC(CC(C(=O)C(C(C(=CC(C(=O)CC(OC(=O)C3CCCCN3C(=O)C(=O)C1(O2)O)C(C)CC4CCC(C(C4)OC)O)C)C)O)OC)C)C)C)OC. Cell line: MALME-3M. Synergy scores: CSS=8.48, Synergy_ZIP=-4.08, Synergy_Bliss=2.44, Synergy_Loewe=-4.64, Synergy_HSA=1.51. (2) Drug 1: CN(CC1=CN=C2C(=N1)C(=NC(=N2)N)N)C3=CC=C(C=C3)C(=O)NC(CCC(=O)O)C(=O)O. Drug 2: CN(C(=O)NC(C=O)C(C(C(CO)O)O)O)N=O. Cell line: MCF7. Synergy scores: CSS=23.8, Synergy_ZIP=-0.978, Synergy_Bliss=-0.950, Synergy_Loewe=-32.0, Synergy_HSA=-2.60.